From a dataset of Catalyst prediction with 721,799 reactions and 888 catalyst types from USPTO. Predict which catalyst facilitates the given reaction. Reactant: [CH:1]1([C:4]2[O:8][N:7]=[C:6]([C:9]3[C:14]([Cl:15])=[CH:13][CH:12]=[CH:11][C:10]=3[Cl:16])[C:5]=2[CH2:17][O:18][C@H:19]2[CH2:24][CH2:23][C@H:22]([C:25]3[CH:30]=[CH:29][C:28]([O:31]CC4C=CC(OC)=CC=4)=[CH:27][CH:26]=3)[CH2:21][CH2:20]2)[CH2:3][CH2:2]1.COC1C=CC=CC=1.FC(F)(F)C(O)=O. Product: [CH:1]1([C:4]2[O:8][N:7]=[C:6]([C:9]3[C:10]([Cl:16])=[CH:11][CH:12]=[CH:13][C:14]=3[Cl:15])[C:5]=2[CH2:17][O:18][C@H:19]2[CH2:20][CH2:21][C@H:22]([C:25]3[CH:26]=[CH:27][C:28]([OH:31])=[CH:29][CH:30]=3)[CH2:23][CH2:24]2)[CH2:2][CH2:3]1. The catalyst class is: 4.